This data is from Experimentally validated miRNA-target interactions with 360,000+ pairs, plus equal number of negative samples. The task is: Binary Classification. Given a miRNA mature sequence and a target amino acid sequence, predict their likelihood of interaction. (1) The miRNA is hsa-miR-5739 with sequence GCGGAGAGAGAAUGGGGAGC. The protein sequence of the target gene is MTECFLPPSSSPSEHRRAEHGSGLTRTPSSEEISPTKFPGLYRTGEPSPPHDVLHEPPDTVSDDDKDHGKKKGKFKKKEKRTEGYAAFQEDSSGDEAESPSKVKRSKGIHVFKKPSFSKKKEKDFKIKEKPKEEKHKEEKHKEEKHKEKKSKDLTAADVVKQWKEKKKKKKPIQEPEVPQMDAPSVKPIFGVPLVDAVERTMMYDGVRLPAVFRECVDYMEKHGMKCEGVYRVSGIKSKVDELKAAYDREESPNLEEYEPNTVASLLKQYLRDLPENLLTKELMPRFEEACGKTTEMEKV.... Result: 0 (no interaction). (2) The miRNA is hsa-miR-4719 with sequence UCACAAAUCUAUAAUAUGCAGG. The protein sequence of the target gene is MFSWVSKDARRKKEPELFQTVAEGLRQLYAQKLLPLEEHYRFHEFHSPALEDADFDNKPMVLLVGQYSTGKTTFIRHLIEQDFPGMRIGPEPTTDSFIAVMHGPTEGVVPGNALVVDPRRPFRKLNAFGNAFLNRFMCAQLPNPVLDSISIIDTPGILSGEKQRISRGYDFAAVLEWFAERVDRIILLFDAHKLDISDEFSEVIKALKNHEDKIRVVLNKADQIETQQLMRVYGALMWSLGKIINTPEVVRVYIGSFWSHPLLIPDNRKLFEAEEQDLFKDIQSLPRNAALRKLNDLIKR.... Result: 0 (no interaction). (3) The miRNA is hsa-miR-3156-5p with sequence AAAGAUCUGGAAGUGGGAGACA. The protein sequence of the target gene is MESKALLLVVLGVWLQSLTAFRGGVAAADAGRDFSDIESKFALRTPEDTAEDTCHLIPGLADSVSNCHFNHSSKTFVVIHGWTVTGMYESWVPKLVAALYKREPDSNVIVVDWLYRAQQHYPVSAGYTKLVGNDVARFINWMEEEFNYPLDNVHLLGYSLGAHAAGVAGSLTNKKVNRITGLDPAGPNFEYAEAPSRLSPDDADFVDVLHTFTRGSPGRSIGIQKPVGHVDIYPNGGTFQPGCNIGEAIRVIAERGLGDVDQLVKCSHERSIHLFIDSLLNEENPSKAYRCNSKEAFEKG.... Result: 0 (no interaction). (4) The miRNA is cel-miR-252-5p with sequence AUAAGUAGUAGUGCCGCAGGUAA. The protein sequence of the target gene is MTLSTEMSDASGLAEETDIDVVGEGEDEEDEEEEDDDEGGGGGPRLAVPAQRRRRRRSYAGEDELEDLEEEEDDDDILLAPPAGGSPAPPGPAPAAGAGAGGGGGGGGAGGGGSAGSGAKNPLVKPPYSYIALITMAILQSPKKRLTLSEICEFISGRFPYYREKFPAWQNSIRHNLSLNDCFVKIPREPGNPGKGNYWTLDPESADMFDNGSFLRRRKRFKRQPLLPPNAAAAESLLLRGAGAAGGAGDPAAAAALFPPAPPPPPHAYGYGPYGCGYGLQLPPYAPPSALFAAAAAAAA.... Result: 0 (no interaction). (5) The miRNA is mmu-miR-6970-3p with sequence UCACGCCACCCACCCUGUGCU. Result: 0 (no interaction). The protein sequence of the target gene is MTHRCLLQMVLLLCFSTTALSRSYSLLRFQQRRSLALCQKLLRQLPSTPQHCLEARMDFQMPEEMKQAQQFQKEDAILVIYEMLQQIFNILTRDFSSTGWSETIIEDLLEELYEQMNHLEPIQKEIMQKQNSTMGDTTVLHLRKYYFNLVQYLKSKEYNRCAWTVVRVQILRNFSFLTRLTGYLRE. (6) The miRNA is hsa-miR-5692c with sequence AAUAAUAUCACAGUAGGUGUAC. The protein sequence of the target gene is MAEGSVMFSDVSIDFSQEEWDCLDPVQRDLYRDVMLENYGNLVSMGLYTPKPQVISLLEQGKEPWMVGRELTRGLCSDLESMCETKLLSLKKEVYEIELCQREIMGLTKHGLEYSSFGDVLEYRSHLAKQLGYPNGHFSQEIFTPEYMPTFIQQTFLTLHQIINNEDRPYECKKCGKAFSQNSQFIQHQRIHIGEKSYECKECGKFFSCGSHVTRHLKIHTGEKPFECKECGKAFSCSSYLSQHQRIHTGKKPYECKECGKAFSYCSNLIDHQRIHTGEKPYECKVCGKAFTKSSQLFQH.... Result: 1 (interaction). (7) The miRNA is hsa-miR-7109-3p with sequence CAAGCCUCUCCUGCCCUUCCAG. The protein sequence of the target gene is MEHLERCAWFLRGTLVRATVRRHLPWALVAAMLAGSVVKELSPLPESYLSNKRNVLNVYFVKLAWAWTVCLLLPFIALTNYHLTGKTSLVLRRLSTLLVGTAIWYICTALFSNIEHYTGSCYQSPALEGIRQEHRSKQQCHREGGFWHGFDISGHSFLLTFCALMIVEEMAVLHEVKTDRGHHLHAAITTLVVALGFLTFIWVWMFLCTAVYFHDLTQKVFGTMFGLLGWYGTYGYWYLKSFSPGLPPQSCSLTLKRDTYKK. Result: 0 (no interaction). (8) The miRNA is hsa-miR-192-5p with sequence CUGACCUAUGAAUUGACAGCC. The protein sequence of the target gene is MSRRRFDCRSISGLLTTTPQIPIKMENFNNFYILTSKELGRGKFAVVRQCISKSTGQEYAAKFLKKRRRGQDCRAEILHEIAVLELAKSCPRVINLHEVYENTSEIILILEYAAGGEIFSLCLPELAEMVSENDVIRLIKQILEGVYYLHQNNIVHLDLKPQNILLSSIYPLGDIKIVDFGMSRKIGHACELREIMGTPEYLAPEILNYDPITTATDMWNIGIIAYMLLTHTSPFVGEDNQETYLNISQVNVDYSEETFSSVSQLATDFIQSLLVKNPEKRPTAEICLSHSWLQQWDFEN.... Result: 1 (interaction). (9) Result: 0 (no interaction). The miRNA is hsa-miR-4255 with sequence CAGUGUUCAGAGAUGGA. The protein sequence of the target gene is MTHRCLLQMVLLLCFSTTALSRSYSLLRFQQRRSLALCQKLLRQLPSTPQHCLEARMDFQMPEEMKQAQQFQKEDAILVIYEMLQQIFNILTRDFSSTGWSETIIEDLLEELYEQMNHLEPIQKEIMQKQNSTMGDTTVLHLRKYYFNLVQYLKSKEYNRCAWTVVRVQILRNFSFLTRLTGYLRE. (10) The miRNA is hsa-miR-1184 with sequence CCUGCAGCGACUUGAUGGCUUCC. The protein sequence of the target gene is MAAFSKYLTARNSSLAGAAFLLLCLLHKRRRALGLHGKKSGKPPLQNNEKEGKKERAVVDKVFFSRLIQILKIMVPRTFCKETGYLVLIAVMLVSRTYCDVWMIQNGTLIESGIIGRSRKDFKRYLLNFIAAMPLISLVNNFLKYGLNELKLCFRVRLTKYLYEEYLQAFTYYKMGNLDNRIANPDQLLTQDVEKFCNSVVDLYSNLSKPFLDIVLYIFKLTSAIGAQGPASMMAYLVVSGLFLTRLRRPIGKMTITEQKYEGEYRYVNSRLITNSEEIAFYNGNKREKQTVHSVFRKLV.... Result: 0 (no interaction).